Dataset: Catalyst prediction with 721,799 reactions and 888 catalyst types from USPTO. Task: Predict which catalyst facilitates the given reaction. Reactant: [CH3:1][O:2][C:3]([C:5]1[NH:15][C:8]2=[N:9][CH:10]=[C:11]([CH:13]=[O:14])[CH:12]=[C:7]2[CH:6]=1)=[O:4].CC(C[AlH]CC(C)C)C.C1CCCCC1. Product: [CH3:1][O:2][C:3]([C:5]1[NH:15][C:8]2=[N:9][CH:10]=[C:11]([CH2:13][OH:14])[CH:12]=[C:7]2[CH:6]=1)=[O:4]. The catalyst class is: 1.